Dataset: Peptide-MHC class II binding affinity with 134,281 pairs from IEDB. Task: Regression. Given a peptide amino acid sequence and an MHC pseudo amino acid sequence, predict their binding affinity value. This is MHC class II binding data. (1) The peptide sequence is IDDRFANALLALNDMGK. The MHC is DRB1_0101 with pseudo-sequence DRB1_0101. The binding affinity (normalized) is 0.440. (2) The peptide sequence is LEKGRLYQIKIQYQRENPTE. The MHC is DRB1_0101 with pseudo-sequence DRB1_0101. The binding affinity (normalized) is 0.549. (3) The peptide sequence is AAVGATPEAKFDSFV. The MHC is DRB3_0101 with pseudo-sequence DRB3_0101. The binding affinity (normalized) is 0. (4) The peptide sequence is CNANPGLMKDVAKVF. The MHC is DRB3_0202 with pseudo-sequence DRB3_0202. The binding affinity (normalized) is 0.342. (5) The peptide sequence is MKYLAAFLLLGLAGN. The MHC is HLA-DQA10201-DQB10202 with pseudo-sequence HLA-DQA10201-DQB10202. The binding affinity (normalized) is 0. (6) The peptide sequence is SQDLELLWNLNGLQAY. The MHC is DRB1_0802 with pseudo-sequence DRB1_0802. The binding affinity (normalized) is 0.539. (7) The binding affinity (normalized) is 0.0198. The peptide sequence is LSAEYAAVADELIGL. The MHC is HLA-DPA10201-DPB10501 with pseudo-sequence HLA-DPA10201-DPB10501.